Dataset: Catalyst prediction with 721,799 reactions and 888 catalyst types from USPTO. Task: Predict which catalyst facilitates the given reaction. The catalyst class is: 80. Product: [Cl:61][C:62]1[CH:67]=[CH:66][C:65]([F:68])=[CH:64][C:63]=1[CH2:69][C:70]([NH:1][C:2]1[CH:3]=[CH:4][N:5]([CH3:27])[C:6]2[C:7]=1[CH:8]=[N:9][C:10]1[N:19]([C:20]3[CH:25]=[CH:24][C:23]([F:26])=[CH:22][CH:21]=3)[CH2:18][CH:17]=[C:12]3[NH:13][C:14](=[O:16])[C:15]=2[C:11]=13)=[O:71]. Reactant: [NH2:1][C:2]1[CH:3]=[CH:4][N:5]([CH3:27])[C:6]2[C:7]=1[CH:8]=[N:9][C:10]1[N:19]([C:20]3[CH:25]=[CH:24][C:23]([F:26])=[CH:22][CH:21]=3)[CH2:18][CH:17]=[C:12]3[NH:13][C:14](=[O:16])[C:15]=2[C:11]=13.C(N(CC)C(C)C)(C)C.CN(C(ON1N=NC2C=CC=NC1=2)=[N+](C)C)C.F[P-](F)(F)(F)(F)F.[Cl:61][C:62]1[CH:67]=[CH:66][C:65]([F:68])=[CH:64][C:63]=1[CH2:69][C:70](O)=[O:71].